This data is from Reaction yield outcomes from USPTO patents with 853,638 reactions. The task is: Predict the reaction yield, written as a fraction of the theoretical maximum amount of product (1.0 means a 100% yield; for example, 0.34 means a 34% yield). (1) The reactants are Br[C:2]1[CH:11]=[C:10]2[C:5]([CH:6]=[C:7]([NH:12][C:13]([CH:15]3[CH2:17][CH2:16]3)=[O:14])[N:8]=[CH:9]2)=[CH:4][CH:3]=1.[NH:18]1[CH2:22][CH2:21][CH:20]([OH:23])[CH2:19]1.C1(C2C=CC=CC=2)C=CC=CC=1P(C(C)(C)C)C(C)(C)C.CC(C)([O-])C.[Na+]. The catalyst is C1C=CC(/C=C/C(/C=C/C2C=CC=CC=2)=O)=CC=1.C1C=CC(/C=C/C(/C=C/C2C=CC=CC=2)=O)=CC=1.C1C=CC(/C=C/C(/C=C/C2C=CC=CC=2)=O)=CC=1.[Pd].[Pd].O1CCOCC1. The product is [OH:23][CH:20]1[CH2:21][CH2:22][N:18]([C:2]2[CH:11]=[C:10]3[C:5]([CH:6]=[C:7]([NH:12][C:13]([CH:15]4[CH2:17][CH2:16]4)=[O:14])[N:8]=[CH:9]3)=[CH:4][CH:3]=2)[CH2:19]1. The yield is 0.162. (2) The catalyst is CS(C)=O. The yield is 0.290. The reactants are COC(=O)[C@H]([O:11][C:12]1[C:13](=[O:45])[N:14]([C:38]2[N:39]=[N:40][C:41]([CH3:44])=[CH:42][CH:43]=2)[C@@H:15]([C:28]2[CH:33]=[CH:32][C:31]([C:34]([F:37])([F:36])[CH3:35])=[CH:30][CH:29]=2)[C:16]=1[C:17](=[O:27])[C:18]1[CH:23]=[CH:22][C:21]([CH:24]([CH3:26])[CH3:25])=[CH:20][CH:19]=1)C1C=CC=CC=1. The product is [F:37][C:34]([C:31]1[CH:30]=[CH:29][C:28]([C@@H:15]2[N:14]([C:38]3[N:39]=[N:40][C:41]([CH3:44])=[CH:42][CH:43]=3)[C:13](=[O:45])[C:12]([OH:11])=[C:16]2[C:17](=[O:27])[C:18]2[CH:19]=[CH:20][C:21]([CH:24]([CH3:25])[CH3:26])=[CH:22][CH:23]=2)=[CH:33][CH:32]=1)([F:36])[CH3:35]. (3) The reactants are [CH2:1]([O:3][C:4]([C:6]1[CH:7]=[N:8][N:9]2[C:14]([NH:15][C:16]3[CH:21]=[CH:20][CH:19]=[C:18]([CH3:22])[CH:17]=3)=[C:13]([C:23]([OH:25])=O)[CH:12]=[N:11][C:10]=12)=[O:5])[CH3:2].Cl.[F:27][C:28]1[CH:33]=[CH:32][C:31]2[C:34]3([CH2:40][O:41][C:30]=2[CH:29]=1)[CH2:39][CH2:38][NH:37][CH2:36][CH2:35]3. No catalyst specified. The product is [CH2:1]([O:3][C:4]([C:6]1[CH:7]=[N:8][N:9]2[C:14]([NH:15][C:16]3[CH:21]=[CH:20][CH:19]=[C:18]([CH3:22])[CH:17]=3)=[C:13]([C:23]([N:37]3[CH2:38][CH2:39][C:34]4([C:31]5[CH:32]=[CH:33][C:28]([F:27])=[CH:29][C:30]=5[O:41][CH2:40]4)[CH2:35][CH2:36]3)=[O:25])[CH:12]=[N:11][C:10]=12)=[O:5])[CH3:2]. The yield is 0.640. (4) The reactants are [Cl:1][C:2]1[CH:3]=[CH:4][C:5]2[N:6]([C:8]([CH:11]([C:13]3[CH:14]=[C:15]4[C:19](=[CH:20][CH:21]=3)[N:18]([CH3:22])[N:17]=[CH:16]4)[OH:12])=[CH:9][N:10]=2)[N:7]=1.I(C1C=CC=CC=1C(O)=O)(=O)=O. The catalyst is CC(C)=O. The product is [Cl:1][C:2]1[CH:3]=[CH:4][C:5]2[N:6]([C:8]([C:11]([C:13]3[CH:14]=[C:15]4[C:19](=[CH:20][CH:21]=3)[N:18]([CH3:22])[N:17]=[CH:16]4)=[O:12])=[CH:9][N:10]=2)[N:7]=1. The yield is 0.780. (5) The reactants are [F:1][C:2]1[CH:7]=[C:6]([N+:8]([O-])=O)[CH:5]=[CH:4][C:3]=1[OH:11]. The catalyst is CO.[Pt]=O. The product is [F:1][C:2]1[CH:7]=[C:6]([NH2:8])[CH:5]=[CH:4][C:3]=1[OH:11]. The yield is 1.00. (6) The reactants are C([O-])([O-])=O.[Cs+].[Cs+].O.[CH3:8]B1OB(C)OB(C)O1.[NH2:17][C:18]1[CH:23]=[CH:22][C:21]([S:24]([F:29])([F:28])([F:27])([F:26])[F:25])=[CH:20][C:19]=1Br. The catalyst is C(COC)OC. The product is [NH2:17][C:18]1[CH:23]=[CH:22][C:21]([S:24]([F:29])([F:28])([F:27])([F:26])[F:25])=[CH:20][C:19]=1[CH3:8]. The yield is 0.760. (7) The reactants are C([NH:5][S:6]([C:9]1[CH:14]=[CH:13][CH:12]=[C:11]([C:15]2[CH:20]=[C:19]([C:21]3[N:26]=[C:25]([CH:27]([F:29])[F:28])[CH:24]=[C:23]([C:30]4[CH:35]=[CH:34][C:33]([C:36]([F:39])([F:38])[F:37])=[CH:32][CH:31]=4)[N:22]=3)[CH:18]=[CH:17][N:16]=2)[CH:10]=1)(=[O:8])=[O:7])(C)(C)C.C(O)(C(F)(F)F)=O. The catalyst is ClCCl. The product is [F:29][CH:27]([F:28])[C:25]1[CH:24]=[C:23]([C:30]2[CH:35]=[CH:34][C:33]([C:36]([F:38])([F:37])[F:39])=[CH:32][CH:31]=2)[N:22]=[C:21]([C:19]2[CH:18]=[CH:17][N:16]=[C:15]([C:11]3[CH:10]=[C:9]([S:6]([NH2:5])(=[O:8])=[O:7])[CH:14]=[CH:13][CH:12]=3)[CH:20]=2)[N:26]=1. The yield is 0.340. (8) The reactants are ClC(Cl)(Cl)[C:3]([C:5]1[N:6]([CH3:12])[C:7]([Br:11])=[C:8]([Br:10])[CH:9]=1)=[O:4].[C:15](=O)([O-])[O-:16].[K+].[K+]. The catalyst is CO. The product is [CH3:15][O:16][C:3]([C:5]1[N:6]([CH3:12])[C:7]([Br:11])=[C:8]([Br:10])[CH:9]=1)=[O:4]. The yield is 0.920. (9) The reactants are [Br:1][C:2]1[CH:8]=[CH:7][C:5]([NH2:6])=[C:4]([F:9])[CH:3]=1.C(N(C(C)C)CC)(C)C.[Cl:19][C:20]1[CH:25]=[C:24](Cl)[N:23]=[CH:22][N:21]=1.CO.C(Cl)(Cl)Cl. The catalyst is CCO. The product is [Br:1][C:2]1[CH:8]=[CH:7][C:5]([NH:6][C:24]2[CH:25]=[C:20]([Cl:19])[N:21]=[CH:22][N:23]=2)=[C:4]([F:9])[CH:3]=1. The yield is 0.370. (10) The reactants are [C:1]([C:5]1[CH:6]=[C:7]([NH:26][C:27]([NH:29][C@@H:30]2[C:39]3[C:34](=[CH:35][CH:36]=[CH:37][CH:38]=3)[C@H:33]([O:40][C:41]3[CH:42]=[CH:43][C:44]4[N:45]([C:47]([N:50]5[CH2:55][CH2:54][O:53][CH2:52][C@@H:51]5[CH3:56])=[N:48][N:49]=4)[CH:46]=3)[CH2:32][CH2:31]2)=[O:28])[N:8]([C:10]2[CH:15]=[CH:14][CH:13]=[C:12]([O:16][CH2:17][CH2:18][O:19]C3CCCCO3)[CH:11]=2)[N:9]=1)([CH3:4])([CH3:3])[CH3:2].C1(C)C=CC(S([O-])(=O)=O)=CC=1.[NH+]1C=CC=CC=1.O.C([O-])(O)=O.[Na+]. The catalyst is CO. The product is [C:1]([C:5]1[CH:6]=[C:7]([NH:26][C:27]([NH:29][C@@H:30]2[C:39]3[C:34](=[CH:35][CH:36]=[CH:37][CH:38]=3)[C@H:33]([O:40][C:41]3[CH:42]=[CH:43][C:44]4[N:45]([C:47]([N:50]5[CH2:55][CH2:54][O:53][CH2:52][C@@H:51]5[CH3:56])=[N:48][N:49]=4)[CH:46]=3)[CH2:32][CH2:31]2)=[O:28])[N:8]([C:10]2[CH:15]=[CH:14][CH:13]=[C:12]([O:16][CH2:17][CH2:18][OH:19])[CH:11]=2)[N:9]=1)([CH3:4])([CH3:2])[CH3:3]. The yield is 0.690.